This data is from NCI-60 drug combinations with 297,098 pairs across 59 cell lines. The task is: Regression. Given two drug SMILES strings and cell line genomic features, predict the synergy score measuring deviation from expected non-interaction effect. (1) Drug 1: CC12CCC(CC1=CCC3C2CCC4(C3CC=C4C5=CN=CC=C5)C)O. Drug 2: CC1C(C(CC(O1)OC2CC(OC(C2O)C)OC3=CC4=CC5=C(C(=O)C(C(C5)C(C(=O)C(C(C)O)O)OC)OC6CC(C(C(O6)C)O)OC7CC(C(C(O7)C)O)OC8CC(C(C(O8)C)O)(C)O)C(=C4C(=C3C)O)O)O)O. Cell line: RXF 393. Synergy scores: CSS=13.3, Synergy_ZIP=0.773, Synergy_Bliss=4.69, Synergy_Loewe=7.54, Synergy_HSA=6.28. (2) Drug 1: C1=CC(=CC=C1CCC2=CNC3=C2C(=O)NC(=N3)N)C(=O)NC(CCC(=O)O)C(=O)O. Drug 2: CC=C1C(=O)NC(C(=O)OC2CC(=O)NC(C(=O)NC(CSSCCC=C2)C(=O)N1)C(C)C)C(C)C. Cell line: NCI-H522. Synergy scores: CSS=67.4, Synergy_ZIP=2.47, Synergy_Bliss=0.0482, Synergy_Loewe=-50.4, Synergy_HSA=2.27. (3) Drug 1: CC(C1=C(C=CC(=C1Cl)F)Cl)OC2=C(N=CC(=C2)C3=CN(N=C3)C4CCNCC4)N. Drug 2: C1CN1P(=S)(N2CC2)N3CC3. Cell line: COLO 205. Synergy scores: CSS=27.9, Synergy_ZIP=-7.22, Synergy_Bliss=-3.07, Synergy_Loewe=-16.6, Synergy_HSA=-4.81. (4) Drug 1: COC1=C(C=C2C(=C1)N=CN=C2NC3=CC(=C(C=C3)F)Cl)OCCCN4CCOCC4. Drug 2: CNC(=O)C1=NC=CC(=C1)OC2=CC=C(C=C2)NC(=O)NC3=CC(=C(C=C3)Cl)C(F)(F)F. Cell line: KM12. Synergy scores: CSS=66.5, Synergy_ZIP=-2.42, Synergy_Bliss=-1.15, Synergy_Loewe=1.89, Synergy_HSA=3.32. (5) Drug 1: CN(CC1=CN=C2C(=N1)C(=NC(=N2)N)N)C3=CC=C(C=C3)C(=O)NC(CCC(=O)O)C(=O)O. Drug 2: CC1C(C(CC(O1)OC2CC(CC3=C2C(=C4C(=C3O)C(=O)C5=C(C4=O)C(=CC=C5)OC)O)(C(=O)CO)O)N)O.Cl. Cell line: BT-549. Synergy scores: CSS=47.2, Synergy_ZIP=-7.02, Synergy_Bliss=-9.05, Synergy_Loewe=-5.41, Synergy_HSA=-3.66.